This data is from Forward reaction prediction with 1.9M reactions from USPTO patents (1976-2016). The task is: Predict the product of the given reaction. (1) Given the reactants [CH3:1][C:2]1[N:7]=[C:6]([C:8]([O:10]C)=[O:9])[C:5]([N:12]2[CH:16]=[CH:15][CH:14]=[N:13]2)=[CH:4][CH:3]=1.[Li+].[OH-], predict the reaction product. The product is: [CH3:1][C:2]1[N:7]=[C:6]([C:8]([OH:10])=[O:9])[C:5]([N:12]2[CH:16]=[CH:15][CH:14]=[N:13]2)=[CH:4][CH:3]=1. (2) Given the reactants Cl.Cl.[NH2:3][C@@H:4]([CH2:13][CH3:14])[C@H:5]([OH:12])[C:6]([NH:8][CH:9]1[CH2:11][CH2:10]1)=[O:7].C(C1(NC(=O)OC(C)(C)C)CC1)=O, predict the reaction product. The product is: [NH2:3][C:4]1([CH:5]([OH:12])[C:6]([NH:8][CH:9]2[CH2:10][CH2:11]2)=[O:7])[CH2:14][CH2:13]1. (3) Given the reactants [NH:1]1[CH2:12][CH2:11][NH:10][CH2:9][CH2:8][NH:7][CH2:6][CH2:5][NH:4][CH2:3][CH2:2]1.C([O-])([O-])=O.[Cs+].[Cs+].Cl[CH2:20][C:21]1[CH:26]=[CH:25][N:24]=[CH:23][N:22]=1, predict the reaction product. The product is: [N:24]1[CH:25]=[CH:26][C:21]([CH2:20][N:1]2[CH2:12][CH2:11][N:10]([CH2:20][C:21]3[CH:26]=[CH:25][N:24]=[CH:23][N:22]=3)[CH2:9][CH2:8][N:7]([CH2:20][C:21]3[CH:26]=[CH:25][N:24]=[CH:23][N:22]=3)[CH2:6][CH2:5][N:4]([CH2:20][C:21]3[CH:26]=[CH:25][N:24]=[CH:23][N:22]=3)[CH2:3][CH2:2]2)=[N:22][CH:23]=1. (4) Given the reactants [N+:1]([C:4]1[CH:8]=[CH:7][NH:6][N:5]=1)([O-:3])=[O:2].[H-].[Na+].Br[CH2:12][CH:13]([CH3:15])[CH3:14], predict the reaction product. The product is: [N+:1]([C:4]1[CH:8]=[CH:7][N:6]([CH2:12][CH:13]([CH3:15])[CH3:14])[N:5]=1)([O-:3])=[O:2]. (5) Given the reactants [CH3:1][O:2][C:3](=[O:17])[CH:4]([N:6]1[C:14]2[C:13]([F:15])=[CH:12][N:11]=[CH:10][C:9]=2[C:8]([I:16])=[CH:7]1)[CH3:5].CI.[CH3:20]C(C)([O-])C.[K+], predict the reaction product. The product is: [CH3:1][O:2][C:3](=[O:17])[C:4]([N:6]1[C:14]2[C:13]([F:15])=[CH:12][N:11]=[CH:10][C:9]=2[C:8]([I:16])=[CH:7]1)([CH3:20])[CH3:5].